Task: Predict the product of the given reaction.. Dataset: Forward reaction prediction with 1.9M reactions from USPTO patents (1976-2016) (1) Given the reactants [NH2:1][C:2]1[CH:7]=[C:6]([C:8]([F:11])([F:10])[F:9])[CH:5]=[CH:4][C:3]=1[C:12]1[N:17]=[CH:16][N:15]=[C:14]([O:18][C:19]2[C:24]3[N:25]=[C:26]([NH:28][C:29](=[O:31])[CH3:30])[S:27][C:23]=3[CH:22]=[CH:21][CH:20]=2)[CH:13]=1.[CH2:32]([N:39]1[C:43]([CH:44]=O)=[CH:42][N:41]=[CH:40]1)[C:33]1[CH:38]=[CH:37][CH:36]=[CH:35][CH:34]=1.C(O[BH-](OC(=O)C)OC(=O)C)(=O)C.[Na+], predict the reaction product. The product is: [CH2:32]([N:39]1[C:43]([CH2:44][NH:1][C:2]2[CH:7]=[C:6]([C:8]([F:11])([F:9])[F:10])[CH:5]=[CH:4][C:3]=2[C:12]2[N:17]=[CH:16][N:15]=[C:14]([O:18][C:19]3[C:24]4[N:25]=[C:26]([NH:28][C:29](=[O:31])[CH3:30])[S:27][C:23]=4[CH:22]=[CH:21][CH:20]=3)[CH:13]=2)=[CH:42][N:41]=[CH:40]1)[C:33]1[CH:34]=[CH:35][CH:36]=[CH:37][CH:38]=1. (2) Given the reactants C(O)=[O:2].[CH:4](=[N:11][N:12]([C:28]1[CH:33]=[CH:32][C:31]([O:34][C:35]2[CH:40]=[CH:39][CH:38]=[CH:37][CH:36]=2)=[CH:30][CH:29]=1)[C:13]([NH:15][C:16]1[CH:21]=[CH:20][C:19]([O:22][CH2:23][CH2:24][N:25]([CH3:27])[CH3:26])=[CH:18][CH:17]=1)=[O:14])C1C=CC=CC=1, predict the reaction product. The product is: [CH:4]([NH:11][N:12]([C:28]1[CH:33]=[CH:32][C:31]([O:34][C:35]2[CH:40]=[CH:39][CH:38]=[CH:37][CH:36]=2)=[CH:30][CH:29]=1)[C:13]([NH:15][C:16]1[CH:17]=[CH:18][C:19]([O:22][CH2:23][CH2:24][N:25]([CH3:27])[CH3:26])=[CH:20][CH:21]=1)=[O:14])=[O:2].